Dataset: Reaction yield outcomes from USPTO patents with 853,638 reactions. Task: Predict the reaction yield, written as a fraction of the theoretical maximum amount of product (1.0 means a 100% yield; for example, 0.34 means a 34% yield). (1) The reactants are [CH3:1][C:2]1[C:7]2[C:8]([C:11]3[CH:16]=[CH:15][C:14]([CH3:17])=[CH:13][CH:12]=3)=[CH:9][O:10][C:6]=2[C:5]([CH3:18])=[C:4]([CH3:19])[CH:3]=1. The catalyst is C1COCC1.CO. The product is [CH3:1][C:2]1[C:7]2[CH:8]([C:11]3[CH:16]=[CH:15][C:14]([CH3:17])=[CH:13][CH:12]=3)[CH2:9][O:10][C:6]=2[C:5]([CH3:18])=[C:4]([CH3:19])[CH:3]=1. The yield is 0.810. (2) The reactants are [OH:1][C:2]1[CH:8]=[CH:7][C:5]([NH2:6])=[C:4]([N+:9]([O-:11])=[O:10])[CH:3]=1.[H-].[Na+].F[C:15]1[CH:20]=[CH:19][C:18]([N+:21]([O-:23])=[O:22])=[CH:17][CH:16]=1. The catalyst is CN(C=O)C. The product is [N+:21]([C:18]1[CH:19]=[CH:20][C:15]([O:1][C:2]2[CH:8]=[CH:7][C:5]([NH2:6])=[C:4]([N+:9]([O-:11])=[O:10])[CH:3]=2)=[CH:16][CH:17]=1)([O-:23])=[O:22]. The yield is 0.830. (3) The reactants are [NH2:1][C:2]1[CH:11]=[C:10]([C:12]2[C:21]3[C:16](=[CH:17][C:18]([O:27][CH3:28])=[C:19]4[O:24][C:23]([CH3:26])([CH3:25])[CH2:22][C:20]4=3)[CH2:15][C:14]([CH3:30])([CH3:29])[N:13]=2)[CH:9]=[CH:8][C:3]=1[C:4]([O:6][CH3:7])=[O:5].C(N(CC)CC)C.[F:38][C:39]([F:50])([F:49])[C:40](O[C:40](=[O:41])[C:39]([F:50])([F:49])[F:38])=[O:41].C(OCC)(=O)C. The catalyst is O1CCCC1.O. The product is [CH3:28][O:27][C:18]1[CH:17]=[C:16]2[C:21](=[C:20]3[CH2:22][C:23]([CH3:25])([CH3:26])[O:24][C:19]=13)[C:12]([C:10]1[CH:9]=[CH:8][C:3]([C:4]([O:6][CH3:7])=[O:5])=[C:2]([NH:1][C:40](=[O:41])[C:39]([F:50])([F:49])[F:38])[CH:11]=1)=[N:13][C:14]([CH3:30])([CH3:29])[CH2:15]2. The yield is 0.260. (4) The reactants are [CH2:1]([O:3][C:4]1[CH:9]=[CH:8][CH:7]=[CH:6][C:5]=1[C:10]1[NH:15][C:14](=[O:16])[N:13]2[C:17]([CH3:23])=[N:18][C:19]([CH2:20][CH2:21][CH3:22])=[C:12]2[N:11]=1)[CH3:2].[Cl:24][S:25](O)(=[O:27])=[O:26]. The catalyst is ClCCl. The product is [CH2:1]([O:3][C:4]1[CH:9]=[CH:8][C:7]([S:25]([Cl:24])(=[O:27])=[O:26])=[CH:6][C:5]=1[C:10]1[NH:15][C:14](=[O:16])[N:13]2[C:17]([CH3:23])=[N:18][C:19]([CH2:20][CH2:21][CH3:22])=[C:12]2[N:11]=1)[CH3:2]. The yield is 0.990. (5) The reactants are [NH2:1][C:2]1[NH:6][N:5]=[C:4]([CH3:7])[C:3]=1[C:8]1[S:9][C:10]2[CH:16]=[C:15]([S:17](Cl)(=[O:19])=[O:18])[CH:14]=[CH:13][C:11]=2[N:12]=1.[S:21]1[CH:25]=[CH:24][CH:23]=[C:22]1[CH2:26][CH2:27][NH2:28].CN1CCOCC1. The catalyst is C(Cl)(Cl)Cl. The product is [S:21]1[CH:25]=[CH:24][CH:23]=[C:22]1[CH2:26][CH2:27][NH:28][S:17]([C:15]1[CH:14]=[CH:13][C:11]2[N:12]=[C:8]([C:3]3[C:4]([CH3:7])=[N:5][NH:6][C:2]=3[NH2:1])[S:9][C:10]=2[CH:16]=1)(=[O:19])=[O:18]. The yield is 0.0800. (6) The reactants are [C:1]([N:8]1[CH2:12][C@@H:11]([N:13]=[N+:14]=[N-:15])[CH2:10][C@H:9]1[C:16]([O:18]C)=[O:17])([O:3][C:4]([CH3:7])([CH3:6])[CH3:5])=[O:2].[Li+].[OH-]. The catalyst is CO.O. The product is [C:1]([N:8]1[CH2:12][C@@H:11]([N:13]=[N+:14]=[N-:15])[CH2:10][C@H:9]1[C:16]([OH:18])=[O:17])([O:3][C:4]([CH3:7])([CH3:6])[CH3:5])=[O:2]. The yield is 0.950. (7) The reactants are [CH3:1][O:2][C:3]1[CH:4]=[C:5]([C:13](=[O:15])[CH3:14])[CH:6]=[C:7]([O:11][CH3:12])[C:8]=1[O:9][CH3:10].[OH-].[Na+].[S:18]1[C:22]([C:23]2[C:24]([O:33][CH3:34])=[CH:25][C:26]([O:31][CH3:32])=[C:27]([CH:30]=2)[CH:28]=O)=[CH:21][C:20]2[CH:35]=[CH:36][CH:37]=[CH:38][C:19]1=2. The catalyst is C(O)C. The product is [S:18]1[C:22]([C:23]2[C:24]([O:33][CH3:34])=[CH:25][C:26]([O:31][CH3:32])=[C:27]([CH:28]=[CH:14][C:13]([C:5]3[CH:6]=[C:7]([O:11][CH3:12])[C:8]([O:9][CH3:10])=[C:3]([O:2][CH3:1])[CH:4]=3)=[O:15])[CH:30]=2)=[CH:21][C:20]2[CH:35]=[CH:36][CH:37]=[CH:38][C:19]1=2. The yield is 0.920. (8) The reactants are [O:1]=[C:2]1[C:10](=[CH:11][C:12]2[NH:13][C:14]3[CH2:15][CH2:16][CH2:17][CH2:18][C:19]=3[C:20]=2[CH2:21][CH2:22][C:23](O)=[O:24])[C:9]2[C:4](=[CH:5][CH:6]=[CH:7][CH:8]=2)[NH:3]1.C(N1C=CN=C1)(N1C=CN=C1)=O.[NH:38]1[CH2:43][CH2:42][O:41][CH2:40][CH2:39]1.O. The catalyst is CN(C)C=O. The product is [N:38]1([C:23](=[O:24])[CH2:22][CH2:21][C:20]2[C:19]3[CH2:18][CH2:17][CH2:16][CH2:15][C:14]=3[NH:13][C:12]=2[CH:11]=[C:10]2[C:9]3[C:4](=[CH:5][CH:6]=[CH:7][CH:8]=3)[NH:3][C:2]2=[O:1])[CH2:43][CH2:42][O:41][CH2:40][CH2:39]1. The yield is 0.800. (9) The reactants are [NH2:1][C:2]1[CH:6]=[CH:5][S:4][C:3]=1[C:7]([O:9]C)=[O:8].[OH-].[Na+].Cl.C(=O)(O)[O-].[Na+].[CH2:19]([N:26]=[C:27]=[O:28])[C:20]1[CH:25]=[CH:24][CH:23]=[CH:22][CH:21]=1. The catalyst is C(#N)C. The product is [CH2:19]([NH:26][C:27](=[O:28])[NH:1][C:2]1[CH:6]=[CH:5][S:4][C:3]=1[C:7]([OH:9])=[O:8])[C:20]1[CH:25]=[CH:24][CH:23]=[CH:22][CH:21]=1. The yield is 0.390. (10) The reactants are [H-].[Na+].[O:3]=[C:4]1[CH2:12][C:11]2[C:6](=[CH:7][C:8]([C:13]#[N:14])=[CH:9][CH:10]=2)[NH:5]1.[Cl:15][C:16]1[N:21]=[CH:20][C:19]([S:22]([NH:25][CH2:26][CH2:27][N:28]2[CH2:32][CH2:31][CH2:30][CH2:29]2)(=[O:24])=[O:23])=[CH:18][CH:17]=1.CO. The catalyst is CN1CCCC1=O. The product is [ClH:15].[C:13]([C:8]1[CH:7]=[C:6]2[C:11]([C:12]([C:16]3[N:21]=[CH:20][C:19]([S:22]([NH:25][CH2:26][CH2:27][N:28]4[CH2:32][CH2:31][CH2:30][CH2:29]4)(=[O:24])=[O:23])=[CH:18][CH:17]=3)=[C:4]([OH:3])[NH:5]2)=[CH:10][CH:9]=1)#[N:14]. The yield is 0.270.